Dataset: Full USPTO retrosynthesis dataset with 1.9M reactions from patents (1976-2016). Task: Predict the reactants needed to synthesize the given product. The reactants are: [OH:1][CH:2]([CH2:16][CH2:17][OH:18])[CH2:3][CH2:4][NH:5][C:6](=[O:15])[O:7][CH2:8][C:9]1[CH:14]=[CH:13][CH:12]=[CH:11][CH:10]=1.[CH3:19][O:20][C:21]1[CH:42]=[CH:41][C:24]([C:25](Cl)([C:34]2[CH:39]=[CH:38][CH:37]=[CH:36][CH:35]=2)[C:26]2[CH:31]=[CH:30][C:29]([O:32][CH3:33])=[CH:28][CH:27]=2)=[CH:23][CH:22]=1. Given the product [CH3:33][O:32][C:29]1[CH:28]=[CH:27][C:26]([C:25]([C:24]2[CH:23]=[CH:22][C:21]([O:20][CH3:19])=[CH:42][CH:41]=2)([C:34]2[CH:39]=[CH:38][CH:37]=[CH:36][CH:35]=2)[O:18][CH2:17][CH2:16][CH:2]([OH:1])[CH2:3][CH2:4][NH:5][C:6](=[O:15])[O:7][CH2:8][C:9]2[CH:14]=[CH:13][CH:12]=[CH:11][CH:10]=2)=[CH:31][CH:30]=1, predict the reactants needed to synthesize it.